From a dataset of Full USPTO retrosynthesis dataset with 1.9M reactions from patents (1976-2016). Predict the reactants needed to synthesize the given product. Given the product [NH:19]([C:9]([O:8][CH2:1][C:2]1[CH:3]=[CH:4][CH:5]=[CH:6][CH:7]=1)=[O:11])[C@@H:20]([C:33]([OH:35])=[O:34])[CH2:21][C:22]1[CH:23]=[CH:24][C:25]([O:28][C:29]([CH3:32])([CH3:30])[CH3:31])=[CH:26][CH:27]=1, predict the reactants needed to synthesize it. The reactants are: [CH2:1]([O:8][C:9]([O:11]N1C(=O)CCC1=O)=O)[C:2]1[CH:7]=[CH:6][CH:5]=[CH:4][CH:3]=1.[NH2:19][C@@H:20]([C:33]([OH:35])=[O:34])[CH2:21][C:22]1[CH:27]=[CH:26][C:25]([O:28][C:29]([CH3:32])([CH3:31])[CH3:30])=[CH:24][CH:23]=1.C(N(CC)CC)C.